This data is from Catalyst prediction with 721,799 reactions and 888 catalyst types from USPTO. The task is: Predict which catalyst facilitates the given reaction. (1) Product: [Cl:1][C:2]1[CH:10]=[CH:9][C:5]([CH2:6][OH:7])=[CH:4][C:3]=1[O:11][CH3:12]. The catalyst class is: 1. Reactant: [Cl:1][C:2]1[CH:10]=[CH:9][C:5]([C:6](O)=[O:7])=[CH:4][C:3]=1[O:11][CH3:12].[H-].[Al+3].[Li+].[H-].[H-].[H-]. (2) The catalyst class is: 4. Reactant: CS(O)(=O)=O.[CH3:6][CH:7]([N:9]1[C:13]([CH3:14])=[C:12]([CH2:15][C:16]2[CH:21]=[CH:20][C:19]([O:22][CH3:23])=[CH:18][C:17]=2[F:24])[C:11](=[O:25])[NH:10]1)[CH3:8].[OH-].[Na+]. Product: [CH3:8][CH:7]([N:9]1[C:13]([CH3:14])=[C:12]([CH2:15][C:16]2[CH:21]=[CH:20][C:19]([O:22][CH3:23])=[CH:18][C:17]=2[F:24])[C:11](=[O:25])[NH:10]1)[CH3:6]. (3) Reactant: [C:1]([O:5][C:6](=[O:16])[NH:7][C:8]1[CH:13]=[CH:12][C:11]([CH2:14]O)=[CH:10][CH:9]=1)([CH3:4])([CH3:3])[CH3:2].C1(P(C2C=CC=CC=2)C2C=CC=CC=2)C=CC=CC=1.[Br:36]N1C(=O)CCC1=O. Product: [C:1]([O:5][C:6](=[O:16])[NH:7][C:8]1[CH:13]=[CH:12][C:11]([CH2:14][Br:36])=[CH:10][CH:9]=1)([CH3:4])([CH3:3])[CH3:2]. The catalyst class is: 4. (4) Reactant: C(OC([N:8]([C:16]1[N:21]=[CH:20][C:19]2[CH2:22][O:23][CH2:24][C:18]=2[CH:17]=1)C(=O)OC(C)(C)C)=O)(C)(C)C.FC(F)(F)C(O)=O.C1(C)C=CC=CC=1. Product: [CH2:24]1[C:18]2[CH:17]=[C:16]([NH2:8])[N:21]=[CH:20][C:19]=2[CH2:22][O:23]1. The catalyst class is: 4. (5) Reactant: [C:1]([O:5][CH2:6][CH2:7][CH2:8][CH2:9][CH2:10][CH:11]([CH3:13])[CH3:12])(=[O:4])[CH:2]=[CH2:3].[CH3:14][C@@:15]12[CH:23]([C:24]([C:26]([O-:28])=[O:27])=[CH2:25])[CH2:22][C@H:18]([C:19]1([CH3:21])[CH3:20])[CH2:17][CH2:16]2.C(OOC(=O)C1C=CC=CC=1)(=O)C1C=CC=CC=1.C(Br)(Br)(Br)Br. Product: [C:1]([O:5][CH2:6][CH2:7][CH2:8][CH2:9][CH2:10][CH:11]([CH3:13])[CH3:12])(=[O:4])[CH:2]=[CH2:3].[CH3:14][C@@:15]12[CH:23]([C:24]([C:26]([O-:28])=[O:27])=[CH2:25])[CH2:22][C@H:18]([C:19]1([CH3:20])[CH3:21])[CH2:17][CH2:16]2. The catalyst class is: 13.